Task: Predict which catalyst facilitates the given reaction.. Dataset: Catalyst prediction with 721,799 reactions and 888 catalyst types from USPTO (1) Reactant: Br[C:2]1(Br)[C:10]2[C:5](=[N:6][CH:7]=[C:8]([Br:11])[CH:9]=2)[NH:4][C:3]1=[O:12]. The catalyst class is: 565. Product: [Br:11][C:8]1[CH:9]=[C:10]2[CH2:2][C:3](=[O:12])[NH:4][C:5]2=[N:6][CH:7]=1. (2) Reactant: [CH2:1]([NH:5][C:6]1[C:7]([C:16]([OH:18])=O)=[CH:8][C:9]2[O:14][CH2:13][CH2:12][O:11][C:10]=2[CH:15]=1)[CH:2]([CH3:4])[CH3:3].CCN(C(C)C)C(C)C.C1C=CC2N(O)N=NC=2C=1.[CH3:38][C:39]([NH2:43])([C:41]#[CH:42])[CH3:40].CCN=C=NCCCN(C)C. Product: [CH2:1]([NH:5][C:6]1[C:7]([C:16]([NH:43][C:39]([CH3:40])([C:41]#[CH:42])[CH3:38])=[O:18])=[CH:8][C:9]2[O:14][CH2:13][CH2:12][O:11][C:10]=2[CH:15]=1)[CH:2]([CH3:3])[CH3:4]. The catalyst class is: 2. (3) Reactant: C[Si](C)(C)[N-][Si](C)(C)C.[Li+].[CH3:11][C:12]([CH3:43])([CH2:41]C)[CH2:13][C:14]1[N:15]=[C:16]([C:25](=[O:40])[CH2:26][C:27]2[CH:32]=[CH:31][C:30]([C:33]3[CH:38]=[CH:37][C:36]([F:39])=[CH:35][N:34]=3)=[CH:29][CH:28]=2)[N:17]([S:19]([N:22]([CH3:24])[CH3:23])(=[O:21])=[O:20])[CH:18]=1.C1C=CC(S(N(S(C2C=CC=CC=2)(=O)=O)[F:54])(=O)=O)=CC=1. Product: [CH3:11][C:12]([CH3:43])([CH3:41])[CH2:13][C:14]1[N:15]=[C:16]([C:25](=[O:40])[CH:26]([F:54])[C:27]2[CH:32]=[CH:31][C:30]([C:33]3[CH:38]=[CH:37][C:36]([F:39])=[CH:35][N:34]=3)=[CH:29][CH:28]=2)[N:17]([S:19]([N:22]([CH3:24])[CH3:23])(=[O:21])=[O:20])[CH:18]=1. The catalyst class is: 7. (4) Reactant: [C:1]([O:5][C:6]([NH:8][C@@H:9]([CH2:13][C:14]1[CH2:18][CH2:17][CH2:16][CH:15]=1)[C:10]([OH:12])=[O:11])=[O:7])([CH3:4])([CH3:3])[CH3:2]. Product: [C:1]([O:5][C:6]([NH:8][C@@H:9]([CH2:13][CH:14]1[CH2:15][CH2:16][CH2:17][CH2:18]1)[C:10]([OH:12])=[O:11])=[O:7])([CH3:4])([CH3:2])[CH3:3]. The catalyst class is: 19. (5) Reactant: [C:1]([O:5][C@@H:6]([C:11]1[C:38]([CH3:39])=[CH:37][C:14]2[N:15]=[C:16]([C:18]3[CH:19]=[C:20]([N:24]4[CH2:29][CH2:28][N:27]([C:30]([O:32][C:33]([CH3:36])([CH3:35])[CH3:34])=[O:31])[CH2:26][CH2:25]4)[CH:21]=[CH:22][CH:23]=3)[S:17][C:13]=2[C:12]=1[C:40]1[CH:45]=[CH:44][C:43]([Cl:46])=[CH:42][CH:41]=1)[C:7]([O:9]C)=[O:8])([CH3:4])([CH3:3])[CH3:2].[OH-].[Na+].[NH4+].[Cl-].CCOC(C)=O. Product: [C:1]([O:5][C@@H:6]([C:11]1[C:38]([CH3:39])=[CH:37][C:14]2[N:15]=[C:16]([C:18]3[CH:23]=[CH:22][CH:21]=[C:20]([N:24]4[CH2:25][CH2:26][N:27]([C:30]([O:32][C:33]([CH3:36])([CH3:35])[CH3:34])=[O:31])[CH2:28][CH2:29]4)[CH:19]=3)[S:17][C:13]=2[C:12]=1[C:40]1[CH:41]=[CH:42][C:43]([Cl:46])=[CH:44][CH:45]=1)[C:7]([OH:9])=[O:8])([CH3:2])([CH3:3])[CH3:4]. The catalyst class is: 36.